From a dataset of Reaction yield outcomes from USPTO patents with 853,638 reactions. Predict the reaction yield, written as a fraction of the theoretical maximum amount of product (1.0 means a 100% yield; for example, 0.34 means a 34% yield). The reactants are [C:1]([C:5]1[CH:10]=[C:9]([C:11]2[CH:16]=[CH:15][CH:14]=[CH:13][C:12]=2[O:17][CH2:18][CH3:19])[C:8]([N+:20]([O-])=O)=[CH:7][C:6]=1[OH:23])([CH3:4])([CH3:3])[CH3:2]. The catalyst is CO.[Ni]. The product is [C:1]([C:5]1[CH:10]=[C:9]([C:11]2[CH:16]=[CH:15][CH:14]=[CH:13][C:12]=2[O:17][CH2:18][CH3:19])[C:8]([NH2:20])=[CH:7][C:6]=1[OH:23])([CH3:3])([CH3:2])[CH3:4]. The yield is 0.920.